Dataset: Forward reaction prediction with 1.9M reactions from USPTO patents (1976-2016). Task: Predict the product of the given reaction. (1) The product is: [C:1]1([CH3:11])[CH:2]=[CH:3][C:4]([S:7]([OH:10])(=[O:8])=[O:9])=[CH:5][CH:6]=1.[CH3:12][C:13]1[C:17]([C:18]2[CH:23]=[CH:22][CH:21]=[CH:20][CH:19]=2)=[C:16]([CH3:24])[N:15]([C:25]2[CH:30]=[CH:29][C:28]([CH2:31][CH2:32][NH:33][C:34]([NH:36][S:37]([C:40]3[CH:45]=[CH:44][C:43]([CH:47]([CH3:48])[CH3:46])=[CH:42][CH:41]=3)(=[O:38])=[O:39])=[O:35])=[CH:27][CH:26]=2)[N:14]=1. Given the reactants [C:1]1([CH3:11])[CH:6]=[CH:5][C:4]([S:7]([OH:10])(=[O:9])=[O:8])=[CH:3][CH:2]=1.[CH3:12][C:13]1[C:17]([C:18]2[CH:23]=[CH:22][CH:21]=[CH:20][CH:19]=2)=[C:16]([CH3:24])[N:15]([C:25]2[CH:30]=[CH:29][C:28]([CH2:31][CH2:32][NH:33][C:34]([NH:36][S:37]([C:40]3[CH:45]=[CH:44][CH:43]=[CH:42][CH:41]=3)(=[O:39])=[O:38])=[O:35])=[CH:27][CH:26]=2)[N:14]=1.[CH3:46][CH:47](C1C=CC(S(N)(=O)=O)=CC=1)[CH3:48], predict the reaction product. (2) Given the reactants [CH2:1]([O:3][C:4](=[O:28])[CH2:5][NH:6][CH2:7][CH2:8][NH:9][S:10]([C:13]1[S:14][C:15]([C:18]2[CH:23]=[CH:22][C:21]([Cl:24])=[CH:20][C:19]=2[N+:25]([O-:27])=[O:26])=[N:16][N:17]=1)(=[O:12])=[O:11])[CH3:2].[CH3:29][O:30][C:31]1[CH:52]=[CH:51][C:34]([CH2:35][O:36][C:37]([NH:39][C:40]2[CH:45]=[CH:44][N:43]([CH2:46][C:47](O)=[O:48])[C:42](=[O:50])[N:41]=2)=[O:38])=[CH:33][CH:32]=1, predict the reaction product. The product is: [CH2:1]([O:3][C:4](=[O:28])[CH2:5][N:6]([CH2:7][CH2:8][NH:9][S:10]([C:13]1[S:14][C:15]([C:18]2[CH:23]=[CH:22][C:21]([Cl:24])=[CH:20][C:19]=2[N+:25]([O-:27])=[O:26])=[N:16][N:17]=1)(=[O:12])=[O:11])[C:47](=[O:48])[CH2:46][N:43]1[CH:44]=[CH:45][C:40]([NH:39][C:37]([O:36][CH2:35][C:34]2[CH:51]=[CH:52][C:31]([O:30][CH3:29])=[CH:32][CH:33]=2)=[O:38])=[N:41][C:42]1=[O:50])[CH3:2].